Task: Predict the reactants needed to synthesize the given product.. Dataset: Full USPTO retrosynthesis dataset with 1.9M reactions from patents (1976-2016) (1) Given the product [CH3:1][O:2][C:3]1[CH:4]=[C:5]2[C:10](=[CH:11][C:12]=1[O:13][CH3:14])[N:9]=[CH:8][CH:7]=[C:6]2[O:15][C:16]1[CH:30]=[CH:29][C:19]([NH:20][CH:21]([CH:33]([C:34]([O:36][CH2:37][CH3:38])=[O:35])[C:32]([O:40][CH2:41][CH3:42])=[O:39])[C:22]([F:24])([F:25])[F:23])=[CH:18][C:17]=1[F:31], predict the reactants needed to synthesize it. The reactants are: [CH3:1][O:2][C:3]1[CH:4]=[C:5]2[C:10](=[CH:11][C:12]=1[O:13][CH3:14])[N:9]=[CH:8][CH:7]=[C:6]2[O:15][C:16]1[CH:30]=[CH:29][C:19]([NH:20][CH:21](OCC)[C:22]([F:25])([F:24])[F:23])=[CH:18][C:17]=1[F:31].[C:32]([O:40][CH2:41][CH3:42])(=[O:39])[CH2:33][C:34]([O:36][CH2:37][CH3:38])=[O:35].[H-].[Na+].Cl. (2) Given the product [CH2:33]([C:16]1([CH2:13][CH:14]=[CH2:15])[C:31](=[O:32])[N:19]2[CH2:20][CH2:21][N:22]([C:5]([N:37]([CH3:36])[CH2:38][C:39]3[CH:44]=[C:43]([CH3:45])[CH:42]=[C:41]([C:46]([F:49])([F:47])[F:48])[N:40]=3)=[O:11])[C@@H:23]([C:24]3[CH:29]=[CH:28][CH:27]=[CH:26][C:25]=3[CH3:30])[C@@H:18]2[CH2:17]1)[CH:34]=[CH2:35], predict the reactants needed to synthesize it. The reactants are: ClC(Cl)(O[C:5](=[O:11])OC(Cl)(Cl)Cl)Cl.[CH2:13]([C:16]1([CH2:33][CH:34]=[CH2:35])[C:31](=[O:32])[N:19]2[CH2:20][CH2:21][NH:22][C@@H:23]([C:24]3[CH:29]=[CH:28][CH:27]=[CH:26][C:25]=3[CH3:30])[C@@H:18]2[CH2:17]1)[CH:14]=[CH2:15].[CH3:36][NH:37][CH2:38][C:39]1[CH:44]=[C:43]([CH3:45])[CH:42]=[C:41]([C:46]([F:49])([F:48])[F:47])[N:40]=1. (3) Given the product [CH2:1]([O:8][C:9](=[O:17])[N:10]([CH:11]([CH2:14][O:15][CH3:16])[CH2:12][CH3:13])[CH3:18])[C:2]1[CH:7]=[CH:6][CH:5]=[CH:4][CH:3]=1, predict the reactants needed to synthesize it. The reactants are: [CH2:1]([O:8][C:9](=[O:17])[NH:10][CH:11]([CH2:14][O:15][CH3:16])[CH2:12][CH3:13])[C:2]1[CH:7]=[CH:6][CH:5]=[CH:4][CH:3]=1.[CH3:18]I.[H-].[Na+]. (4) Given the product [Cl:1][C:2]1[CH:3]=[CH:4][C:5]([C:8]2([CH:11]=[O:12])[CH2:9][CH2:10]2)=[CH:6][CH:7]=1, predict the reactants needed to synthesize it. The reactants are: [Cl:1][C:2]1[CH:7]=[CH:6][C:5]([C:8]2([C:11](O)=[O:12])[CH2:10][CH2:9]2)=[CH:4][CH:3]=1.Cl.CNOC.F[P-](F)(F)(F)(F)F.N1(O[P+](N2CCCC2)(N2CCCC2)N2CCCC2)C2C=CC=CC=2N=N1.C(N(CC)CC)C. (5) Given the product [Cl:1][C:2]1[N:7]=[C:6]([N:10]([CH3:12])[CH3:11])[C:5]([CH3:9])=[CH:4][N:3]=1.[Cl:8][C:6]1[C:5]([CH3:9])=[CH:4][N:3]=[C:2]([N:10]([CH3:12])[CH3:11])[N:7]=1, predict the reactants needed to synthesize it. The reactants are: [Cl:1][C:2]1[N:7]=[C:6]([Cl:8])[C:5]([CH3:9])=[CH:4][N:3]=1.[NH:10]([CH3:12])[CH3:11]. (6) Given the product [OH:19][CH2:18][CH:17]([NH:16][C:9](=[O:10])[O:11][C:12]([CH3:13])([CH3:14])[CH3:15])[CH2:20][CH:21]([CH3:23])[CH3:22], predict the reactants needed to synthesize it. The reactants are: [C:9](O[C:9]([O:11][C:12]([CH3:15])([CH3:14])[CH3:13])=[O:10])([O:11][C:12]([CH3:15])([CH3:14])[CH3:13])=[O:10].[NH2:16][CH:17]([CH2:20][CH:21]([CH3:23])[CH3:22])[CH2:18][OH:19].